This data is from Full USPTO retrosynthesis dataset with 1.9M reactions from patents (1976-2016). The task is: Predict the reactants needed to synthesize the given product. The reactants are: [CH3:1][C:2]1[N:7]=[CH:6][N:5]=[C:4]([NH:8][S:9]([C:12]2[CH:17]=[CH:16][C:15]([N+:18]([O-])=O)=[CH:14][CH:13]=2)(=[O:11])=[O:10])[CH:3]=1.O. Given the product [NH2:18][C:15]1[CH:16]=[CH:17][C:12]([S:9]([NH:8][C:4]2[CH:3]=[C:2]([CH3:1])[N:7]=[CH:6][N:5]=2)(=[O:11])=[O:10])=[CH:13][CH:14]=1, predict the reactants needed to synthesize it.